Dataset: Full USPTO retrosynthesis dataset with 1.9M reactions from patents (1976-2016). Task: Predict the reactants needed to synthesize the given product. (1) Given the product [F:40][C:34]1[CH:35]=[C:36]([F:39])[CH:37]=[CH:38][C:33]=1[N:27]1[C:28]2[C:24](=[C:23]([NH:1][CH2:2][C@:3]([OH:21])([CH2:8][C:9]([C:12]3[CH:17]=[C:16]([F:18])[CH:15]=[CH:14][C:13]=3[O:19][CH3:20])([CH3:11])[CH3:10])[C:4]([F:7])([F:6])[F:5])[CH:31]=[C:30]([CH3:32])[CH:29]=2)[CH:25]=[N:26]1, predict the reactants needed to synthesize it. The reactants are: [NH2:1][CH2:2][C@:3]([OH:21])([CH2:8][C:9]([C:12]1[CH:17]=[C:16]([F:18])[CH:15]=[CH:14][C:13]=1[O:19][CH3:20])([CH3:11])[CH3:10])[C:4]([F:7])([F:6])[F:5].Br[C:23]1[CH:31]=[C:30]([CH3:32])[CH:29]=[C:28]2[C:24]=1[CH:25]=[N:26][N:27]2[C:33]1[CH:38]=[CH:37][C:36]([F:39])=[CH:35][C:34]=1[F:40].C1C=CC(P(C2C(C3C(P(C4C=CC=CC=4)C4C=CC=CC=4)=CC=C4C=3C=CC=C4)=C3C(C=CC=C3)=CC=2)C2C=CC=CC=2)=CC=1.CC(C)([O-])C.[Na+]. (2) The reactants are: C(O[C:6]([N:8]1[CH2:12][C:11](=[N:13][O:14][CH2:15][C:16]2[CH:21]=[CH:20][C:19]([Cl:22])=[C:18]([Cl:23])[CH:17]=2)[CH2:10][C@H:9]1[C:24]([OH:26])=O)=[O:7])(C)(C)C.[O:27]=[C:28]1[C:33](C(Cl)=O)=[CH:32][CH:31]=[C:30]([CH2:37][CH2:38][CH2:39][CH2:40][CH3:41])[O:29]1.[O:42]1[CH:46]=[CH:45][CH:44]=[C:43]1[CH2:47][NH2:48]. Given the product [Cl:23][C:18]1[CH:17]=[C:16]([CH:21]=[CH:20][C:19]=1[Cl:22])[CH2:15][O:14][N:13]=[C:11]1[CH2:12][N:8]([C:6]([C:33]2[C:28](=[O:27])[O:29][C:30]([CH2:37][CH2:38][CH2:39][CH2:40][CH3:41])=[CH:31][CH:32]=2)=[O:7])[C@H:9]([C:24]([NH:48][CH2:47][C:43]2[O:42][CH:46]=[CH:45][CH:44]=2)=[O:26])[CH2:10]1, predict the reactants needed to synthesize it. (3) Given the product [CH3:11][C:5]([S:2]([CH3:1])(=[O:3])=[O:4])([CH2:13][CH2:14][N:15]1[CH:19]=[C:18]([C:20]2[CH:25]=[CH:24][CH:23]=[CH:22][CH:21]=2)[N:17]=[CH:16]1)[C:6]([O:8][CH2:9][CH3:10])=[O:7], predict the reactants needed to synthesize it. The reactants are: [CH3:1][S:2]([CH:5]([CH3:11])[C:6]([O:8][CH2:9][CH3:10])=[O:7])(=[O:4])=[O:3].I[CH2:13][CH2:14][N:15]1[CH:19]=[C:18]([C:20]2[CH:25]=[CH:24][CH:23]=[CH:22][CH:21]=2)[N:17]=[CH:16]1.C([O-])([O-])=O.[Cs+].[Cs+].CCOC(C)=O.